Dataset: Catalyst prediction with 721,799 reactions and 888 catalyst types from USPTO. Task: Predict which catalyst facilitates the given reaction. (1) The catalyst class is: 5. Product: [CH2:1]([O:8][C:9]1[CH:33]=[CH:32][C:12]2[N:13]([CH:26]([CH2:30][CH3:31])[C:27]([OH:29])=[O:28])[C:14](=[N:16][C:17](=[O:25])[C:18]3[CH:23]=[CH:22][C:21]([CH3:24])=[CH:20][CH:19]=3)[S:15][C:11]=2[CH:10]=1)[C:2]1[CH:3]=[CH:4][CH:5]=[CH:6][CH:7]=1. Reactant: [CH2:1]([O:8][C:9]1[CH:33]=[CH:32][C:12]2[N:13]([CH:26]([CH2:30][CH3:31])[C:27]([O-:29])=[O:28])[C:14](=[N:16][C:17](=[O:25])[C:18]3[CH:23]=[CH:22][C:21]([CH3:24])=[CH:20][CH:19]=3)[S:15][C:11]=2[CH:10]=1)[C:2]1[CH:7]=[CH:6][CH:5]=[CH:4][CH:3]=1.O1CCCC1.[OH-].[Na+]. (2) Reactant: C([O:8][C:9]1[CH:14]=[CH:13][C:12]([CH:15]([C:22]2[O:23][C:24]([CH3:27])=[CH:25][N:26]=2)[CH2:16][C:17]([O:19][CH2:20][CH3:21])=[O:18])=[CH:11][CH:10]=1)C1C=CC=CC=1. Product: [OH:8][C:9]1[CH:14]=[CH:13][C:12]([CH:15]([C:22]2[O:23][C:24]([CH3:27])=[CH:25][N:26]=2)[CH2:16][C:17]([O:19][CH2:20][CH3:21])=[O:18])=[CH:11][CH:10]=1. The catalyst class is: 50. (3) Reactant: [OH:1][C@@H:2]([CH2:33]O)[CH2:3][N:4]1[CH:8]=[CH:7][C:6]([NH:9][C:10](=[O:32])[C@@H:11]([N:16]2[CH2:20][C:19]([O:21][C:22]3[CH:27]=[CH:26][CH:25]=[C:24]([O:28][CH2:29][CH3:30])[CH:23]=3)=[CH:18][C:17]2=[O:31])[CH2:12][CH:13]([CH3:15])[CH3:14])=[N:5]1.[CH3:35]N(C)CCCN=C=NCC.ON1C2C=CC=CC=2N=N1.Cl.O[C@@H](CO)CN1C=CC(NC(=O)[C@@H](N2CC(OC3C=CC=C(Cl)C=3Cl)=CC2=O)CC(C)C)=N1. Product: [OH:1][C:2]([CH3:33])([CH3:35])[CH2:3][N:4]1[CH:8]=[CH:7][C:6]([NH:9][C:10](=[O:32])[C@@H:11]([N:16]2[CH2:20][C:19]([O:21][C:22]3[CH:27]=[CH:26][CH:25]=[C:24]([O:28][CH2:29][CH3:30])[CH:23]=3)=[CH:18][C:17]2=[O:31])[CH2:12][CH:13]([CH3:15])[CH3:14])=[N:5]1. The catalyst class is: 4. (4) Reactant: [F:1][C:2]1[CH:7]=[C:6]([F:8])[CH:5]=[CH:4][C:3]=1B(O)O.O1CCOCC1.Br[C:19]1[CH:24]=[C:23]([CH3:25])[CH:22]=[CH:21][N:20]=1. Product: [F:1][C:2]1[CH:7]=[C:6]([F:8])[CH:5]=[CH:4][C:3]=1[C:19]1[CH:24]=[C:23]([CH3:25])[CH:22]=[CH:21][N:20]=1. The catalyst class is: 103. (5) Product: [C:1]([O:5][C:6]([N:8]1[CH2:9][CH2:10][C:11](=[CH:14][C:15](=[O:17])[NH:19][CH2:23][O:31][CH3:32])[CH2:12][CH2:13]1)=[O:7])([CH3:2])([CH3:3])[CH3:4]. The catalyst class is: 9. Reactant: [C:1]([O:5][C:6]([N:8]1[CH2:13][CH2:12][C:11](=[CH:14][C:15]([OH:17])=O)[CH2:10][CH2:9]1)=[O:7])([CH3:4])([CH3:3])[CH3:2].O[N:19]1[C:23]2C=CC=CC=2N=N1.Cl.CN[O:31][CH3:32].O. (6) Reactant: [CH3:1][O:2][C:3]1[CH:4]=[C:5]([C:11]2N=N[C:14]([C:17]3[CH:22]=[CH:21][C:20]([O:23][CH3:24])=[C:19]([O:25][CH3:26])[CH:18]=3)=[N:13][CH:12]=2)[CH:6]=[CH:7][C:8]=1[O:9][CH3:10].[CH:27]12CC(C=C1)C=[CH:28]2. Product: [CH3:26][O:25][C:19]1[CH:18]=[C:17]([C:14]2[CH:28]=[CH:27][C:11]([C:5]3[CH:6]=[CH:7][C:8]([O:9][CH3:10])=[C:3]([O:2][CH3:1])[CH:4]=3)=[CH:12][N:13]=2)[CH:22]=[CH:21][C:20]=1[O:23][CH3:24]. The catalyst class is: 262. (7) The catalyst class is: 10. Product: [CH3:1][S:2]([OH:5])(=[O:4])=[O:3].[Cl:40][C:37]1[CH:38]=[CH:39][C:34]([NH:33][C:31]([C:27]2[S:28][CH:29]=[CH:30][C:26]=2[C:24]([NH:23][C:20]2[CH:21]=[CH:22][C:17]([N:16]3[CH2:15][CH2:14][O:13][C:41]3=[NH:42])=[CH:18][CH:19]=2)=[O:25])=[O:32])=[N:35][CH:36]=1. Reactant: [CH3:1][S:2]([OH:5])(=[O:4])=[O:3].[Si]([O:13][CH2:14][CH2:15][N:16]([C:41]#[N:42])[C:17]1[CH:22]=[CH:21][C:20]([NH:23][C:24]([C:26]2[CH:30]=[CH:29][S:28][C:27]=2[C:31]([NH:33][C:34]2[CH:39]=[CH:38][C:37]([Cl:40])=[CH:36][N:35]=2)=[O:32])=[O:25])=[CH:19][CH:18]=1)(C(C)(C)C)(C)C. (8) Reactant: [S:1]1[C:5]2[CH:6]=[CH:7][CH:8]=[CH:9][C:4]=2[N:3]=[C:2]1[CH:10]([O:21][CH:22]1[CH2:27][CH2:26][N:25]([CH3:28])[CH2:24][CH2:23]1)[C:11]1[CH:12]=[C:13]([S:17][CH2:18][CH2:19][OH:20])[CH:14]=[CH:15][CH:16]=1.[CH3:29][S:30](Cl)(=[O:32])=[O:31]. Product: [S:1]1[C:5]2[CH:6]=[CH:7][CH:8]=[CH:9][C:4]=2[N:3]=[C:2]1[CH:10]([O:21][CH:22]1[CH2:27][CH2:26][N:25]([CH3:28])[CH2:24][CH2:23]1)[C:11]1[CH:12]=[C:13]([S:17][CH2:18][CH2:19][O:20][S:30]([CH3:29])(=[O:32])=[O:31])[CH:14]=[CH:15][CH:16]=1. The catalyst class is: 236.